This data is from Peptide-MHC class I binding affinity with 185,985 pairs from IEDB/IMGT. The task is: Regression. Given a peptide amino acid sequence and an MHC pseudo amino acid sequence, predict their binding affinity value. This is MHC class I binding data. (1) The peptide sequence is ALRSRWRAL. The MHC is HLA-B58:01 with pseudo-sequence HLA-B58:01. The binding affinity (normalized) is 0.0847. (2) The peptide sequence is EKDSNHNVL. The MHC is HLA-A26:01 with pseudo-sequence HLA-A26:01. The binding affinity (normalized) is 0.0847. (3) The peptide sequence is HLPGFGTAF. The MHC is HLA-B18:01 with pseudo-sequence HLA-B18:01. The binding affinity (normalized) is 0.0847. (4) The peptide sequence is TTPCSGSWL. The MHC is Patr-B0101 with pseudo-sequence Patr-B0101. The binding affinity (normalized) is 0.451.